This data is from Forward reaction prediction with 1.9M reactions from USPTO patents (1976-2016). The task is: Predict the product of the given reaction. (1) Given the reactants Cl.[NH2:2][C:3]1[S:4][C:5]([Cl:8])=[CH:6][N:7]=1.CCN=C=NCCCN(C)C.Cl.OS1C2C=CC=CC=2N=C1.C(N(CC)CC)C.[OH:38][C:39]12[CH2:48][CH:43]3[CH2:44][CH:45]([CH2:47][C:41]([C:49](O)=[O:50])([CH2:42]3)[CH2:40]1)[CH2:46]2, predict the reaction product. The product is: [Cl:8][C:5]1[S:4]/[C:3](=[N:2]\[C:49]([C:41]23[CH2:42][CH:43]4[CH2:44][CH:45]([CH2:46][C:39]([OH:38])([CH2:48]4)[CH2:40]2)[CH2:47]3)=[O:50])/[NH:7][CH:6]=1. (2) Given the reactants [Cl:1][C:2]1[CH:11]=[CH:10][C:9]2[N:8]=[CH:7][C:6](=[O:12])[N:5]3[CH:13]([CH2:16][N:17]4[CH2:22][CH2:21][CH:20]([NH:23]C(=O)OC(C)(C)C)[CH2:19][CH2:18]4)[CH2:14][O:15][C:3]=1[C:4]=23.FC(F)(F)C(O)=O, predict the reaction product. The product is: [NH2:23][CH:20]1[CH2:19][CH2:18][N:17]([CH2:16][CH:13]2[N:5]3[C:6](=[O:12])[CH:7]=[N:8][C:9]4[CH:10]=[CH:11][C:2]([Cl:1])=[C:3]([C:4]=43)[O:15][CH2:14]2)[CH2:22][CH2:21]1. (3) Given the reactants [C:1]([C:3]1[C:4]([C:14]([O:16][CH2:17][CH3:18])=[O:15])=[C:5]([CH:12]=O)[N:6]2[C:11]=1[CH:10]=[CH:9][CH:8]=[CH:7]2)#[N:2].[NH:19]1[CH2:24][CH2:23][O:22][CH2:21][CH2:20]1, predict the reaction product. The product is: [C:1]([C:3]1[C:4]([C:14]([O:16][CH2:17][CH3:18])=[O:15])=[C:5]([CH2:12][N:19]2[CH2:24][CH2:23][O:22][CH2:21][CH2:20]2)[N:6]2[C:11]=1[CH:10]=[CH:9][CH:8]=[CH:7]2)#[N:2]. (4) Given the reactants [O:1]=[C:2]1[CH2:6][CH2:5][CH2:4][N:3]1[C:7]1[CH:12]=[C:11]([CH2:13][NH:14][C:15]2[CH:23]=[CH:22][CH:21]=[CH:20][C:16]=2[C:17]([OH:19])=O)[CH:10]=[CH:9][N:8]=1.[NH2:24][C:25]1[CH:26]=[C:27]([C:31]([F:34])([F:33])[F:32])[CH:28]=[CH:29][CH:30]=1.CN1CCOCC1, predict the reaction product. The product is: [O:1]=[C:2]1[CH2:6][CH2:5][CH2:4][N:3]1[C:7]1[CH:12]=[C:11]([CH2:13][NH:14][C:15]2[CH:23]=[CH:22][CH:21]=[CH:20][C:16]=2[C:17]([NH:24][C:25]2[CH:30]=[CH:29][CH:28]=[C:27]([C:31]([F:32])([F:33])[F:34])[CH:26]=2)=[O:19])[CH:10]=[CH:9][N:8]=1. (5) Given the reactants [NH:1]1[CH:5]=[CH:4][N:3]=[C:2]1[CH2:6][C:7]1([C:21]([O:23]C(C)(C)C)=O)[CH2:11][C:10](=[O:12])[N:9]([C:13]2[C:18]([CH3:19])=[CH:17][CH:16]=[CH:15][C:14]=2[CH3:20])[CH2:8]1.C(C1NC=CN=1)(C1NC=CN=1)=O.C(N(C(C)C)CC)(C)C.[F:49][C:50]([F:63])([F:62])[C:51]1[CH:52]=[C:53]([CH:55]=[C:56]([C:58]([F:61])([F:60])[F:59])[CH:57]=1)[NH2:54], predict the reaction product. The product is: [NH:3]1[CH:4]=[CH:5][N:1]=[C:2]1[CH2:6][C:7]1([C:21]([NH:54][C:53]2[CH:55]=[C:56]([C:58]([F:59])([F:60])[F:61])[CH:57]=[C:51]([C:50]([F:49])([F:62])[F:63])[CH:52]=2)=[O:23])[CH2:11][C:10](=[O:12])[N:9]([C:13]2[C:14]([CH3:20])=[CH:15][CH:16]=[CH:17][C:18]=2[CH3:19])[CH2:8]1. (6) Given the reactants [CH3:1][O:2][C:3]1[CH:4]=[C:5]([C:13]2[C:21]3[C:16](=[CH:17][CH:18]=[C:19]([CH:22]=O)[CH:20]=3)[NH:15][N:14]=2)[CH:6]=[C:7]([O:11][CH3:12])[C:8]=1[O:9][CH3:10].[C:24]([CH2:26][C:27]([NH:29][CH3:30])=[O:28])#[N:25].[CH2:31]1CCN2C(=NCCC2)CC1, predict the reaction product. The product is: [C:24]([C:26](=[CH:22][C:19]1[CH:20]=[C:21]2[C:16](=[CH:17][CH:18]=1)[NH:15][N:14]=[C:13]2[C:5]1[CH:4]=[C:3]([O:2][CH3:1])[C:8]([O:9][CH3:10])=[C:7]([O:11][CH3:12])[CH:6]=1)[C:27]([N:29]([CH3:31])[CH3:30])=[O:28])#[N:25]. (7) Given the reactants [CH2:1]([O:3][C:4](=[O:31])[CH2:5][C:6]([CH3:30])([CH3:29])[C:7]#[C:8][C:9]1[CH:14]=[C:13]([N+:15]([O-:17])=[O:16])[CH:12]=[CH:11][C:10]=1[NH:18][CH2:19][CH2:20][O:21][Si](C(C)(C)C)(C)C)[CH3:2].CCCC[N+](CCCC)(CCCC)CCCC.[F-], predict the reaction product. The product is: [CH2:1]([O:3][C:4](=[O:31])[CH2:5][C:6]([C:7]1[N:18]([CH2:19][CH2:20][OH:21])[C:10]2[C:9]([CH:8]=1)=[CH:14][C:13]([N+:15]([O-:17])=[O:16])=[CH:12][CH:11]=2)([CH3:30])[CH3:29])[CH3:2].